Task: Regression. Given a peptide amino acid sequence and an MHC pseudo amino acid sequence, predict their binding affinity value. This is MHC class I binding data.. Dataset: Peptide-MHC class I binding affinity with 185,985 pairs from IEDB/IMGT The peptide sequence is AMPGVLSYV. The MHC is HLA-A02:02 with pseudo-sequence HLA-A02:02. The binding affinity (normalized) is 0.867.